From a dataset of Forward reaction prediction with 1.9M reactions from USPTO patents (1976-2016). Predict the product of the given reaction. (1) Given the reactants C(=O)(O)[O-].[Na+].C(ON1C(=O)CC(S(O)(=O)=O)C1=O)(=O)CCCCCCC(ON1C(=O)CC(S(O)(=O)=O)C1=O)=O.C(O)C(N)(CO)CO.[CH3:48][C:49]1[C@@H:66]([O:67][C:68]([C@H:70]([OH:86])[C@@H:71]([NH:78][C:79]([O:81][C:82]([CH3:85])([CH3:84])[CH3:83])=[O:80])[C:72]2[CH:77]=[CH:76][CH:75]=[CH:74][CH:73]=2)=[O:69])[CH2:65][C@:61]2([OH:87])[C:62]([CH3:64])([CH3:63])[C:50]=1[C@@H:51]([OH:105])[C:52]([C@@:54]1([CH3:104])[C@H:59]([C@@H:60]2[O:88][C:89]([C:91]2[CH:96]=[CH:95][CH:94]=[CH:93][CH:92]=2)=[O:90])[C@:58]2([O:99][C:100]([CH3:102])=[O:101])[CH2:97][O:98][C@@H:57]2[CH2:56][C@@H:55]1[OH:103])=[O:53].O.O.O, predict the reaction product. The product is: [CH3:48][C:49]1[C@@H:66]([O:67][C:68]([C@H:70]([OH:86])[C@@H:71]([NH:78][C:79]([O:81][C:82]([CH3:83])([CH3:84])[CH3:85])=[O:80])[C:72]2[CH:77]=[CH:76][CH:75]=[CH:74][CH:73]=2)=[O:69])[CH2:65][C@:61]2([OH:87])[C:62]([CH3:63])([CH3:64])[C:50]=1[C@@H:51]([OH:105])[C:52]([C@@:54]1([CH3:104])[C@H:59]([C@@H:60]2[O:88][C:89]([C:91]2[CH:92]=[CH:93][CH:94]=[CH:95][CH:96]=2)=[O:90])[C@:58]2([O:99][C:100]([CH3:102])=[O:101])[CH2:97][O:98][C@@H:57]2[CH2:56][C@@H:55]1[OH:103])=[O:53]. (2) Given the reactants [H-].[Na+].[CH3:3][C:4]1[CH:9]=[C:8]([C:10]([CH3:12])=[O:11])[CH:7]=[CH:6][CH:5]=1.C[C:14]([OH:16])=[O:15].[C:17]1(C)C=CC=C[CH:18]=1, predict the reaction product. The product is: [CH3:3][C:4]1[CH:9]=[C:8]([CH:7]=[CH:6][CH:5]=1)[C:10]([CH2:12][C:14]([O:16][CH2:17][CH3:18])=[O:15])=[O:11]. (3) Given the reactants [H-].[Al+3].[Li+].[H-].[H-].[H-].[CH3:7][O:8][C:9]1[CH:10]=[C:11]([CH2:16][CH2:17][C:18](O)=[O:19])[CH:12]=[CH:13][C:14]=1[CH3:15].OS(O)(=O)=O, predict the reaction product. The product is: [CH3:7][O:8][C:9]1[CH:10]=[C:11]([CH2:16][CH2:17][CH2:18][OH:19])[CH:12]=[CH:13][C:14]=1[CH3:15]. (4) Given the reactants Cl[C:2]1[C:11]2[C:6](=[CH:7][C:8](F)=[C:9]([O:12][CH2:13][CH2:14][O:15][CH3:16])[CH:10]=2)[CH:5]=[C:4]([NH:18][C:19]2[CH:23]=[C:22]([CH3:24])[NH:21][N:20]=2)[N:3]=1, predict the reaction product. The product is: [CH2:9]([O:12][C:2]1[C:11]2[C:6](=[CH:7][C:8]([O:15][CH2:14][CH3:13])=[C:9]([O:12][CH2:13][CH2:14][O:15][CH3:16])[CH:10]=2)[CH:5]=[C:4]([NH:18][C:19]2[CH:23]=[C:22]([CH3:24])[NH:21][N:20]=2)[N:3]=1)[CH3:8]. (5) Given the reactants C(OP([CH:9]1[C:14](=[O:15])[NH:13][C:12]2[CH:16]=[CH:17][CH:18]=[CH:19][C:11]=2[S:10]1)(=O)OCC)C.[CH2:20]=O.O.C[O-].[Na+], predict the reaction product. The product is: [CH2:20]=[C:9]1[C:14](=[O:15])[NH:13][C:12]2[CH:16]=[CH:17][CH:18]=[CH:19][C:11]=2[S:10]1. (6) Given the reactants [Cl:1][C:2]1[CH:15]=[C:14]([N+:16]([O-])=O)[CH:13]=[CH:12][C:3]=1[O:4][CH2:5][CH2:6][N:7]1[CH2:11][CH2:10][CH2:9][CH2:8]1.CCOC(C)=O, predict the reaction product. The product is: [Cl:1][C:2]1[CH:15]=[C:14]([NH2:16])[CH:13]=[CH:12][C:3]=1[O:4][CH2:5][CH2:6][N:7]1[CH2:8][CH2:9][CH2:10][CH2:11]1. (7) Given the reactants [CH:1]1([C:7]2[C:11]([CH2:12][CH2:13][CH2:14][OH:15])=[CH:10][N:9]([C:16]3[CH:21]=[CH:20][C:19]([C:22]([F:25])([F:24])[F:23])=[CH:18][N:17]=3)[N:8]=2)[CH2:6][CH2:5][CH2:4][CH2:3][CH2:2]1.O[C:27]1[N:31]([CH3:32])[N:30]=[CH:29][C:28]=1[CH2:33][C:34]([O:36]CC)=[O:35].C(P(CCCC)CCCC)CCC.N(C(N1CCCCC1)=O)=NC(N1CCCCC1)=O, predict the reaction product. The product is: [CH:1]1([C:7]2[C:11]([CH2:12][CH2:13][CH2:14][O:15][C:27]3[N:31]([CH3:32])[N:30]=[CH:29][C:28]=3[CH2:33][C:34]([OH:36])=[O:35])=[CH:10][N:9]([C:16]3[CH:21]=[CH:20][C:19]([C:22]([F:23])([F:24])[F:25])=[CH:18][N:17]=3)[N:8]=2)[CH2:6][CH2:5][CH2:4][CH2:3][CH2:2]1.